This data is from Catalyst prediction with 721,799 reactions and 888 catalyst types from USPTO. The task is: Predict which catalyst facilitates the given reaction. (1) Reactant: [CH3:1][C@H:2]1[C@@H:7]2[CH2:8][CH2:9][C:10]3[CH:11]=[N:12][C:13]([C:16]4[CH:17]=[N:18][CH:19]=[CH:20][CH:21]=4)=[N:14][C:15]=3[C@@:6]2([C:22]2[CH:27]=[CH:26][CH:25]=[CH:24][CH:23]=2)[CH2:5][CH2:4][C:3]1=[O:28].[CH:29](OCC)=[O:30].C[O-].[Na+].CO. Product: [OH:30]/[CH:29]=[C:4]1/[CH2:5][C@:6]2([C:22]3[CH:23]=[CH:24][CH:25]=[CH:26][CH:27]=3)[C:15]3[N:14]=[C:13]([C:16]4[CH:17]=[N:18][CH:19]=[CH:20][CH:21]=4)[N:12]=[CH:11][C:10]=3[CH2:9][CH2:8][C@H:7]2[C@H:2]([CH3:1])[C:3]/1=[O:28]. The catalyst class is: 7. (2) Reactant: [F:1][C:2]1[CH:10]=[CH:9][C:8]([N+:11]([O-:13])=[O:12])=[CH:7][C:3]=1[C:4](Cl)=[O:5].C(N(CC)CC)C.[F:21][C:22]1[CH:23]=[C:24]([C:34](=[O:36])[CH3:35])[CH:25]=[CH:26][C:27]=1[N:28]1[CH2:33][CH2:32][NH:31][CH2:30][CH2:29]1. Product: [F:21][C:22]1[CH:23]=[C:24]([C:34](=[O:36])[CH3:35])[CH:25]=[CH:26][C:27]=1[N:28]1[CH2:33][CH2:32][N:31]([C:4](=[O:5])[C:3]2[CH:7]=[C:8]([N+:11]([O-:13])=[O:12])[CH:9]=[CH:10][C:2]=2[F:1])[CH2:30][CH2:29]1. The catalyst class is: 12. (3) Reactant: O.[NH2:2][NH2:3].C([O:8][CH2:9][CH3:10])(=O)CO.[CH2:11]([N:15]=[C:16]=[S:17])[CH2:12][CH2:13][CH3:14].[OH-].[Na+].Cl. Product: [CH2:11]([N:15]1[C:16]([SH:17])=[N:3][N:2]=[C:10]1[CH2:9][OH:8])[CH2:12][CH2:13][CH3:14]. The catalyst class is: 8. (4) Reactant: [Br:1][C:2]1[CH:7]=[CH:6][C:5]([CH2:8]Br)=[CH:4][N:3]=1.[C-:10]#[N:11].[Na+]. Product: [Br:1][C:2]1[N:3]=[CH:4][C:5]([CH2:8][C:10]#[N:11])=[CH:6][CH:7]=1. The catalyst class is: 14.